From a dataset of Forward reaction prediction with 1.9M reactions from USPTO patents (1976-2016). Predict the product of the given reaction. (1) Given the reactants [C:1]([O:5][C:6]([N:8]([C:26]1[CH:31]=[CH:30][N:29]=[C:28](Cl)[N:27]=1)[C:9]1[CH:10]=[C:11]2[C:15](=[CH:16][C:17]=1[CH3:18])[N:14]([C:19]([O:21][C:22]([CH3:25])([CH3:24])[CH3:23])=[O:20])[N:13]=[CH:12]2)=[O:7])([CH3:4])([CH3:3])[CH3:2].C([O-])([O-])=O.[Na+].[Na+].[CH:39]([NH:42][C:43](=[O:61])[CH2:44][O:45][C:46]1[CH:51]=[CH:50][CH:49]=[C:48](B2OC(C)(C)C(C)(C)O2)[CH:47]=1)([CH3:41])[CH3:40], predict the reaction product. The product is: [C:1]([O:5][C:6]([N:8]([C:26]1[CH:31]=[CH:30][N:29]=[C:28]([C:50]2[CH:49]=[CH:48][CH:47]=[C:46]([O:45][CH2:44][C:43]([NH:42][CH:39]([CH3:41])[CH3:40])=[O:61])[CH:51]=2)[N:27]=1)[C:9]1[CH:10]=[C:11]2[C:15](=[CH:16][C:17]=1[CH3:18])[N:14]([C:19]([O:21][C:22]([CH3:25])([CH3:24])[CH3:23])=[O:20])[N:13]=[CH:12]2)=[O:7])([CH3:4])([CH3:3])[CH3:2]. (2) Given the reactants [NH2:1][C:2]1[CH:7]=[C:6]([C:8]#[N:9])[CH:5]=[CH:4][N:3]=1.[Cl:10]N1C(=O)CCC1=O.C(=O)([O-])O.[Na+], predict the reaction product. The product is: [NH2:1][C:2]1[CH:7]=[C:6]([C:8]#[N:9])[C:5]([Cl:10])=[CH:4][N:3]=1. (3) Given the reactants [OH:1][CH2:2][C:3]1([CH2:7][OH:8])[CH2:6][CH2:5][CH2:4]1.Cl[C:10]1[S:14][N:13]=[C:12]([C:15]2[CH:20]=[CH:19][CH:18]=[CH:17][CH:16]=2)[N:11]=1, predict the reaction product. The product is: [C:15]1([C:12]2[N:11]=[C:10]([O:1][CH2:2][C:3]3([CH2:7][OH:8])[CH2:6][CH2:5][CH2:4]3)[S:14][N:13]=2)[CH:16]=[CH:17][CH:18]=[CH:19][CH:20]=1. (4) Given the reactants C(OC(=O)NC1([C@H](N[C:19]2[CH:24]=[N:23][C:22]([C:25](=[O:27])[NH2:26])=[C:21]([NH:28][C:29]3[CH:34]=[CH:33][CH:32]=[C:31]([C:35]4[N:40]=[CH:39][CH:38]=[CH:37][N:36]=4)[CH:30]=3)[N:20]=2)C2CC2)CC1)C1C=CC=CC=1.B(Br)(Br)Br, predict the reaction product. The product is: [N:36]1[CH:37]=[CH:38][CH:39]=[N:40][C:35]=1[C:31]1[CH:30]=[C:29]([NH:28][C:21]2[C:22]([C:25]([NH2:26])=[O:27])=[N:23][CH:24]=[CH:19][N:20]=2)[CH:34]=[CH:33][CH:32]=1. (5) The product is: [F:69][C:70]1[CH:75]=[CH:74][CH:73]=[CH:72][C:71]=1[CH:76]1[C:80]([CH3:81])([CH3:82])[O:79][C:78](=[O:83])[N:77]1[C:2]1[CH:20]=[CH:19][C:5]([C:6]([NH:8][C:9]2[CH:10]=[CH:11][CH:12]=[C:13]3[C:18]=2[N:17]=[CH:16][CH:15]=[CH:14]3)=[O:7])=[CH:4][CH:3]=1. Given the reactants I[C:2]1[CH:20]=[CH:19][C:5]([C:6]([NH:8][C:9]2[CH:10]=[CH:11][CH:12]=[C:13]3[C:18]=2[N:17]=[CH:16][CH:15]=[CH:14]3)=[O:7])=[CH:4][CH:3]=1.C(=O)([O-])[O-].[Cs+].[Cs+].CC1(C)C2C(=C(P(C3C=CC=CC=3)C3C=CC=CC=3)C=CC=2)OC2C(P(C3C=CC=CC=3)C3C=CC=CC=3)=CC=CC1=2.[F:69][C:70]1[CH:75]=[CH:74][CH:73]=[CH:72][C:71]=1[CH:76]1[C:80]([CH3:82])([CH3:81])[O:79][C:78](=[O:83])[NH:77]1, predict the reaction product. (6) Given the reactants [C:1]([O:5][C:6]([NH:8][C:9]([CH3:17])([CH2:13][CH:14]([CH3:16])[CH3:15])[C:10](O)=[O:11])=[O:7])([CH3:4])([CH3:3])[CH3:2].CN1CCOCC1.ClC(OCC(C)C)=O.[BH4-].[Na+], predict the reaction product. The product is: [OH:11][CH2:10][C:9]([NH:8][C:6](=[O:7])[O:5][C:1]([CH3:2])([CH3:4])[CH3:3])([CH3:17])[CH2:13][CH:14]([CH3:15])[CH3:16]. (7) Given the reactants Br[C:2]1[CH:3]=[CH:4][C:5]([CH2:15][CH3:16])=[C:6]([CH:8]2[C:12](=[O:13])[CH2:11][CH2:10][C:9]2=[O:14])[CH:7]=1.[Cl:17][C:18]1[CH:19]=[C:20]([OH:25])[CH:21]=[CH:22][C:23]=1[Cl:24].C(=O)([O-])[O-].[Cs+].[Cs+], predict the reaction product. The product is: [Cl:17][C:18]1[CH:19]=[C:20]([CH:21]=[CH:22][C:23]=1[Cl:24])[O:25][C:2]1[CH:3]=[CH:4][C:5]([CH2:15][CH3:16])=[C:6]([CH:8]2[C:12](=[O:13])[CH2:11][CH2:10][C:9]2=[O:14])[CH:7]=1. (8) Given the reactants [H-].[Na+].[OH:3][C:4]1[CH:9]=[CH:8][C:7]([NH:10][CH2:11][C@@H:12]([NH:15][C:16](=[O:35])[C@@H:17]([NH:23][C@@H:24]([C:29]2[CH:34]=[CH:33][CH:32]=[CH:31][CH:30]=2)[C:25]([F:28])([F:27])[F:26])[CH2:18][C:19]([F:22])([CH3:21])[CH3:20])[CH2:13][CH3:14])=[C:6]([O:36][CH3:37])[CH:5]=1.CN(C)C=O.Br[CH2:44][C:45]#[N:46], predict the reaction product. The product is: [OH:3][C:4]1[CH:9]=[CH:8][C:7]([NH:10][CH2:11][C@@H:12]([NH:15][C:16](=[O:35])[C@@H:17]([NH:23][C@@H:24]([C:29]2[CH:34]=[CH:33][CH:32]=[CH:31][CH:30]=2)[C:25]([F:26])([F:27])[F:28])[CH2:18][C:19]([F:22])([CH3:20])[CH3:21])[CH2:13][CH3:14])=[C:6]([O:36][CH3:37])[CH:5]=1.[C:45]([CH2:44][O:3][C:4]1[CH:9]=[CH:8][C:7]([NH:10][CH2:11][C@@H:12]([NH:15][C:16](=[O:35])[C@@H:17]([NH:23][C@@H:24]([C:29]2[CH:34]=[CH:33][CH:32]=[CH:31][CH:30]=2)[C:25]([F:26])([F:27])[F:28])[CH2:18][C:19]([F:22])([CH3:20])[CH3:21])[CH2:13][CH3:14])=[C:6]([O:36][CH3:37])[CH:5]=1)#[N:46]. (9) Given the reactants [C:1]1([OH:7])[CH:6]=[CH:5][CH:4]=[CH:3][CH:2]=1.[H-].[Na+].Br[C:11]1[CH:16]=[CH:15][CH:14]=[C:13]([Br:17])[CH:12]=1, predict the reaction product. The product is: [Br:17][C:13]1[CH:14]=[CH:15][CH:16]=[C:11]([O:7][C:1]2[CH:6]=[CH:5][CH:4]=[CH:3][CH:2]=2)[CH:12]=1. (10) Given the reactants CC1C=CC(C)=CC=1C(CC#N)=O.COC(OC)(OC)CCC.C(OC(=O)C)(=O)C.[C:31]([C:33]([C:40](=[O:49])[C:41]1[CH:46]=[C:45]([CH3:47])[CH:44]=[CH:43][C:42]=1[CH3:48])=[CH:34][CH:35](OC)[CH2:36][CH3:37])#[N:32].C(N(CC)CC)C.[Cl:57][C:58]1[CH:63]=[C:62]([C:64]([F:67])([F:66])[F:65])[CH:61]=[C:60]([Cl:68])[C:59]=1[NH:69][NH2:70], predict the reaction product. The product is: [NH2:32][C:31]1[N:69]([C:59]2[C:60]([Cl:68])=[CH:61][C:62]([C:64]([F:65])([F:66])[F:67])=[CH:63][C:58]=2[Cl:57])[N:70]=[C:34]([CH2:35][CH2:36][CH3:37])[C:33]=1[C:40](=[O:49])[C:41]1[CH:46]=[C:45]([CH3:47])[CH:44]=[CH:43][C:42]=1[CH3:48].